Dataset: Forward reaction prediction with 1.9M reactions from USPTO patents (1976-2016). Task: Predict the product of the given reaction. (1) Given the reactants [CH3:1][O:2][C:3]1[CH:8]=[CH:7][C:6]([CH:9]([NH2:13])[CH2:10][CH2:11][CH3:12])=[CH:5][CH:4]=1.Cl.COC1C=CC(C(N)CCC)=CC=1.[CH:28]1[N:33]=[C:32](Cl)[C:31]2[N:35]=[CH:36][N:37]([C@@H:38]3[O:42][C@H:41]([CH2:43][OH:44])[C@@H:40]([OH:45])[C@H:39]3[OH:46])[C:30]=2[N:29]=1.C(N(CC)CC)C, predict the reaction product. The product is: [CH3:1][O:2][C:3]1[CH:8]=[CH:7][C:6]([CH:9]([NH:13][C:32]2[C:31]3[N:35]=[CH:36][N:37]([C:30]=3[N:29]=[CH:28][N:33]=2)[C@@H:38]2[O:42][C@H:41]([CH2:43][OH:44])[C@@H:40]([OH:45])[C@H:39]2[OH:46])[CH2:10][CH2:11][CH3:12])=[CH:5][CH:4]=1. (2) Given the reactants C1CCN2C(=NCCC2)CC1.[O:12]=[C:13]1[C:21]2[C:16](=[CH:17][CH:18]=[CH:19][CH:20]=2)[CH:15]([C:22]([O:24][CH2:25][CH3:26])=[O:23])[NH:14]1.[CH2:27]=[O:28].[Al], predict the reaction product. The product is: [OH:28][CH2:27][C:15]1([C:22]([O:24][CH2:25][CH3:26])=[O:23])[C:16]2[C:21](=[CH:20][CH:19]=[CH:18][CH:17]=2)[C:13](=[O:12])[NH:14]1.